Task: Predict the reactants needed to synthesize the given product.. Dataset: Full USPTO retrosynthesis dataset with 1.9M reactions from patents (1976-2016) Given the product [N:18]1[CH:19]=[C:20]([C:22]2[S:23][C:24]([Br:28])=[C:25]([CH3:27])[CH:26]=2)[CH:21]=[N:16][CH:17]=1, predict the reactants needed to synthesize it. The reactants are: S1C=CC=C1.O1C=CN=C1.S1C=CN=C1.[N:16]1[CH:21]=[C:20]([C:22]2[S:23][CH:24]=[C:25]([CH3:27])[CH:26]=2)[CH:19]=[N:18][CH:17]=1.[Br:28]N1C(=O)CCC1=O.